This data is from Full USPTO retrosynthesis dataset with 1.9M reactions from patents (1976-2016). The task is: Predict the reactants needed to synthesize the given product. (1) The reactants are: [OH:1][C:2]1[CH:10]=[CH:9][C:8]([C:11]2[N:12]([C:27]([O:29][C:30]([CH3:33])([CH3:32])[CH3:31])=[O:28])[C:13]3[C:18]([CH:19]=2)=[CH:17][C:16]([CH2:20][N:21]2[CH2:26][CH2:25][CH2:24][CH2:23][CH2:22]2)=[CH:15][CH:14]=3)=[C:7]2[C:3]=1[CH2:4][NH:5][C:6]2=[O:34].C(N(CC)CC)C.[CH3:42][C:43]1[CH:48]=[CH:47][CH:46]=[CH:45][C:44]=1[S:49](Cl)(=[O:51])=[O:50]. Given the product [CH3:42][C:43]1[CH:48]=[CH:47][CH:46]=[CH:45][C:44]=1[S:49]([O:1][C:2]1[CH:10]=[CH:9][C:8]([C:11]2[N:12]([C:27]([O:29][C:30]([CH3:31])([CH3:33])[CH3:32])=[O:28])[C:13]3[C:18]([CH:19]=2)=[CH:17][C:16]([CH2:20][N:21]2[CH2:26][CH2:25][CH2:24][CH2:23][CH2:22]2)=[CH:15][CH:14]=3)=[C:7]2[C:3]=1[CH2:4][NH:5][C:6]2=[O:34])(=[O:51])=[O:50], predict the reactants needed to synthesize it. (2) Given the product [N:6]1([C:11]2[CH:16]=[CH:15][C:14]([S:17]([Cl:24])(=[O:20])=[O:18])=[CH:13][CH:12]=2)[CH2:10][CH2:9][CH2:8][CH2:7]1, predict the reactants needed to synthesize it. The reactants are: CN(C=O)C.[N:6]1([C:11]2[CH:16]=[CH:15][C:14]([S:17]([OH:20])(=O)=[O:18])=[CH:13][CH:12]=2)[CH2:10][CH2:9][CH2:8][CH2:7]1.C(Cl)(=O)C([Cl:24])=O. (3) Given the product [F:20][C:21]1[CH:31]=[CH:30][C:24]([C:25]([NH:27][C:28](=[S:29])[NH:1][C:2]2[S:12][C:5]3[CH2:6][O:7][C:8]([CH3:11])([CH3:10])[CH2:9][C:4]=3[C:3]=2[C:13]([O:15][C:16]([CH3:19])([CH3:18])[CH3:17])=[O:14])=[O:26])=[CH:23][CH:22]=1, predict the reactants needed to synthesize it. The reactants are: [NH2:1][C:2]1[S:12][C:5]2[CH2:6][O:7][C:8]([CH3:11])([CH3:10])[CH2:9][C:4]=2[C:3]=1[C:13]([O:15][C:16]([CH3:19])([CH3:18])[CH3:17])=[O:14].[F:20][C:21]1[CH:31]=[CH:30][C:24]([C:25]([N:27]=[C:28]=[S:29])=[O:26])=[CH:23][CH:22]=1. (4) Given the product [Cl:23][C:24]1[CH:29]=[CH:28][C:27]([S:30]([CH2:13][C:10]2[C:4]([C:5]([O:7][CH2:8][CH3:9])=[O:6])=[C:3]([O:16][CH3:17])[C:2]([Br:1])=[CH:12][CH:11]=2)(=[O:32])=[O:31])=[CH:26][CH:25]=1, predict the reactants needed to synthesize it. The reactants are: [Br:1][C:2]1[C:3]([O:16][CH3:17])=[C:4]([C:10]([CH:13](Br)Br)=[CH:11][CH:12]=1)[C:5]([O:7][CH2:8][CH3:9])=[O:6].C(=O)(O)[O-].[Na+].[Cl:23][C:24]1[CH:29]=[CH:28][C:27]([S:30]([O-:32])=[O:31])=[CH:26][CH:25]=1.[Na+]. (5) Given the product [O:9]=[C:8]1[N:7]([CH2:6][C:2]2[S:1][CH:5]=[CH:4][CH:3]=2)[N:11]=[N:10][C:12]2=[C:13]([C:17]([NH2:19])=[O:18])[N:14]=[CH:15][N:16]12, predict the reactants needed to synthesize it. The reactants are: [S:1]1[CH:5]=[CH:4][CH:3]=[C:2]1[CH2:6][N:7]=[C:8]=[O:9].[N+:10](=[C:12]1[N:16]=[CH:15][N:14]=[C:13]1[C:17]([NH2:19])=[O:18])=[N-:11].